This data is from Forward reaction prediction with 1.9M reactions from USPTO patents (1976-2016). The task is: Predict the product of the given reaction. (1) Given the reactants [CH3:1][O:2][C:3]1[CH:8]=[CH:7][C:6]([CH2:9][C:10]([OH:12])=O)=[CH:5][CH:4]=1.[N:13]1([C:18]2[S:19][CH:20]=[CH:21][C:22]=2[NH2:23])[CH:17]=[N:16][CH:15]=[N:14]1, predict the reaction product. The product is: [N:13]1([C:18]2[S:19][CH:20]=[CH:21][C:22]=2[NH:23][C:10](=[O:12])[CH2:9][C:6]2[CH:5]=[CH:4][C:3]([O:2][CH3:1])=[CH:8][CH:7]=2)[CH:17]=[N:16][CH:15]=[N:14]1. (2) Given the reactants [C:1]([O:4][CH2:5][C:6]([C:8]1[CH:9]=[N:10][C:11]2[C:16]([C:17]=1Cl)=[N:15][C:14]([Cl:19])=[CH:13][CH:12]=2)=[O:7])(=[O:3])[CH3:2].[CH3:20][N:21]([CH2:23][C@H:24]1[CH2:29][CH2:28][C@H:27]([NH2:30])[CH2:26][CH2:25]1)[CH3:22], predict the reaction product. The product is: [C:1]([O:4][CH2:5][C:6]([C:8]1[CH:9]=[N:10][C:11]2[C:16]([C:17]=1[NH:30][C@H:27]1[CH2:28][CH2:29][C@H:24]([CH2:23][N:21]([CH3:22])[CH3:20])[CH2:25][CH2:26]1)=[N:15][C:14]([Cl:19])=[CH:13][CH:12]=2)=[O:7])(=[O:3])[CH3:2]. (3) Given the reactants [F:1][C:2]([F:8])([F:7])[S:3]([OH:6])(=[O:5])=[O:4].[N:9]1[CH:14]=[CH:13][C:12]([CH3:15])=[CH:11][C:10]=1[CH3:16], predict the reaction product. The product is: [F:1][C:2]([F:8])([F:7])[S:3]([OH:6])(=[O:5])=[O:4].[N:9]1[CH:14]=[CH:13][C:12]([CH3:15])=[CH:11][C:10]=1[CH3:16]. (4) The product is: [NH2:1][C:2]1[N:3]=[CH:4][C:5]([C:21]([OH:20])([CH3:22])[CH3:12])=[CH:10][CH:11]=1. Given the reactants [NH2:1][C:2]1[CH:11]=[CH:10][C:5](C(OC)=O)=[CH:4][N:3]=1.[CH3:12][Mg]Cl.[Cl-].[NH4+].C([O:20][CH2:21][CH3:22])(=O)C, predict the reaction product.